The task is: Predict the reaction yield, written as a fraction of the theoretical maximum amount of product (1.0 means a 100% yield; for example, 0.34 means a 34% yield).. This data is from Reaction yield outcomes from USPTO patents with 853,638 reactions. (1) The reactants are [C:1]([O:5][C:6]([N:8]1[CH2:12][CH2:11][CH2:10][CH:9]1[C:13]1[NH:14][C:15]([C:18]2[CH:27]=[CH:26][C:25]3[C:20](=[CH:21][CH:22]=[C:23]([C:28]4[CH:33]=[CH:32][C:31](B5OC(C)(C)C(C)(C)O5)=[CH:30][CH:29]=4)[CH:24]=3)[CH:19]=2)=[CH:16][N:17]=1)=[O:7])([CH3:4])([CH3:3])[CH3:2].[C:43]([O:47][C:48]([N:50]1[CH:55]([C:56]2[NH:60][C:59]3[CH:61]=[C:62](Br)[CH:63]=[CH:64][C:58]=3[N:57]=2)[CH:54]2[CH2:66][CH:51]1[CH2:52][CH2:53]2)=[O:49])([CH3:46])([CH3:45])[CH3:44].C(=O)([O-])[O-].[K+].[K+]. The catalyst is COCCOC.O.C(OCC)(=O)C.C1C=CC(P(C2C=CC=CC=2)[C-]2C=CC=C2)=CC=1.C1C=CC(P(C2C=CC=CC=2)[C-]2C=CC=C2)=CC=1.Cl[Pd]Cl.[Fe+2].C1C=CC([P]([Pd]([P](C2C=CC=CC=2)(C2C=CC=CC=2)C2C=CC=CC=2)([P](C2C=CC=CC=2)(C2C=CC=CC=2)C2C=CC=CC=2)[P](C2C=CC=CC=2)(C2C=CC=CC=2)C2C=CC=CC=2)(C2C=CC=CC=2)C2C=CC=CC=2)=CC=1. The product is [C:43]([O:47][C:48]([N:50]1[CH:55]([C:56]2[NH:60][C:59]3[CH:61]=[C:62]([C:31]4[CH:30]=[CH:29][C:28]([C:23]5[CH:22]=[CH:21][C:20]6[C:25](=[CH:26][CH:27]=[C:18]([C:15]7[NH:14][C:13]([CH:9]8[CH2:10][CH2:11][CH2:12][N:8]8[C:6]([O:5][C:1]([CH3:2])([CH3:4])[CH3:3])=[O:7])=[N:17][CH:16]=7)[CH:19]=6)[CH:24]=5)=[CH:33][CH:32]=4)[CH:63]=[CH:64][C:58]=3[N:57]=2)[CH:54]2[CH2:66][CH:51]1[CH2:52][CH2:53]2)=[O:49])([CH3:46])([CH3:44])[CH3:45]. The yield is 0.590. (2) The reactants are [C:1]([O:5][C:6]([N:8]1[CH2:12][CH2:11][CH2:10][C@H:9]1[C:13]([OH:15])=O)=[O:7])([CH3:4])([CH3:3])[CH3:2].CN(C(ON1N=NC2C=CC=NC1=2)=[N+](C)C)C.F[P-](F)(F)(F)(F)F.CCN(C(C)C)C(C)C.[NH2:49][N:50]1[CH:54]=[CH:53][CH:52]=[C:51]1[C:55]([NH:57][C:58]1[CH:63]=[CH:62][CH:61]=[CH:60][CH:59]=1)=[O:56]. The catalyst is CN(C)C=O. The product is [C:58]1([NH:57][C:55]([C:51]2[N:50]([NH:49][C:13]([C@@H:9]3[CH2:10][CH2:11][CH2:12][N:8]3[C:6]([O:5][C:1]([CH3:2])([CH3:3])[CH3:4])=[O:7])=[O:15])[CH:54]=[CH:53][CH:52]=2)=[O:56])[CH:59]=[CH:60][CH:61]=[CH:62][CH:63]=1. The yield is 0.620. (3) The reactants are Cl[S:2]([C:5]1[CH:10]=[CH:9][C:8]([S:11][C:12]2[C:20]3[CH2:19][C:18]([CH3:22])([CH3:21])[CH2:17][CH2:16][C:15]=3[N:14]([CH2:23][C:24]([O:26][CH2:27][CH3:28])=[O:25])[C:13]=2[CH3:29])=[CH:7][CH:6]=1)(=[O:4])=[O:3].[NH:30]1[CH2:34][CH2:33][CH2:32][CH2:31]1. The catalyst is C(Cl)Cl. The product is [CH3:29][C:13]1[N:14]([CH2:23][C:24]([O:26][CH2:27][CH3:28])=[O:25])[C:15]2[CH2:16][CH2:17][C:18]([CH3:22])([CH3:21])[CH2:19][C:20]=2[C:12]=1[S:11][C:8]1[CH:9]=[CH:10][C:5]([S:2]([N:30]2[CH2:34][CH2:33][CH2:32][CH2:31]2)(=[O:4])=[O:3])=[CH:6][CH:7]=1. The yield is 0.231. (4) The product is [C:5]([O:4][C:1](=[O:3])[CH2:2][C:23]1([SH:32])[CH:24]2[CH2:30][CH:28]3[CH2:27][CH:26]([CH2:31][CH:22]1[CH2:29]3)[CH2:25]2)([CH3:8])([CH3:7])[CH3:6]. The catalyst is C1COCC1.ClCCl.Cl. The yield is 0.930. The reactants are [C:1]([O:4][C:5]([CH3:8])([CH3:7])[CH3:6])(=[O:3])[CH3:2].O1CCCC1.C([N-]C(C)C)(C)C.[Li+].[CH:22]12[CH2:31][CH:26]3[CH2:27][CH:28]([CH2:30][CH:24]([CH2:25]3)[C:23]1=[S:32])[CH2:29]2. (5) The reactants are Cl.C(OC([NH:9][CH2:10][CH2:11][CH2:12][NH:13][C@:14]12[CH2:49][CH2:48][C@@H:47]([C:50]([CH3:52])=[CH2:51])[C@@H:15]1[C@@H:16]1[C@@:29]([CH3:32])([CH2:30][CH2:31]2)[C@@:28]2([CH3:33])[C@@H:19]([C@:20]3([CH3:46])[C@@H:25]([CH2:26][CH2:27]2)[C:24]([CH3:35])([CH3:34])[C:23]([C:36]2[CH:45]=[CH:44][C:39]([C:40]([O:42][CH3:43])=[O:41])=[CH:38][CH:37]=2)=[CH:22][CH2:21]3)[CH2:18][CH2:17]1)=O)(C)(C)C. The catalyst is O1CCOCC1. The product is [NH2:9][CH2:10][CH2:11][CH2:12][NH:13][C@:14]12[CH2:49][CH2:48][C@@H:47]([C:50]([CH3:52])=[CH2:51])[C@@H:15]1[C@@H:16]1[C@@:29]([CH3:32])([CH2:30][CH2:31]2)[C@@:28]2([CH3:33])[C@@H:19]([C@:20]3([CH3:46])[C@@H:25]([CH2:26][CH2:27]2)[C:24]([CH3:35])([CH3:34])[C:23]([C:36]2[CH:37]=[CH:38][C:39]([C:40]([O:42][CH3:43])=[O:41])=[CH:44][CH:45]=2)=[CH:22][CH2:21]3)[CH2:18][CH2:17]1. The yield is 0.760. (6) The reactants are CS(C)=O.C(Cl)(=O)C(Cl)=O.C(=O)=O.CC(C)=O.[OH:18][CH2:19][C@@H:20]1[CH2:24][C:23]([CH3:25])=[CH:22][N:21]1[C:26]([C:28]1[CH:33]=[C:32]([O:34][CH3:35])[C:31]([O:36][Si:37]([CH:44]([CH3:46])[CH3:45])([CH:41]([CH3:43])[CH3:42])[CH:38]([CH3:40])[CH3:39])=[CH:30][C:29]=1[NH:47][C:48](=[O:53])[O:49][CH2:50][CH:51]=[CH2:52])=[O:27].C(N(CC)CC)C. The catalyst is ClCCl. The product is [OH:18][C@@H:19]1[N:47]([C:48]([O:49][CH2:50][CH:51]=[CH2:52])=[O:53])[C:29]2[CH:30]=[C:31]([O:36][Si:37]([CH:41]([CH3:42])[CH3:43])([CH:44]([CH3:45])[CH3:46])[CH:38]([CH3:39])[CH3:40])[C:32]([O:34][CH3:35])=[CH:33][C:28]=2[C:26](=[O:27])[N:21]2[CH:22]=[C:23]([CH3:25])[CH2:24][C@@H:20]12. The yield is 0.660.